From a dataset of Catalyst prediction with 721,799 reactions and 888 catalyst types from USPTO. Predict which catalyst facilitates the given reaction. (1) Reactant: [CH2:1]([O:5][C:6]1[CH:33]=[C:32]([O:34][CH2:35][CH:36]([CH3:38])[CH3:37])[CH:31]=[CH:30][C:7]=1[C:8]([C:10]1[CH:11]=[CH:12][C:13]([O:25][CH2:26][CH:27]([CH3:29])[CH3:28])=[C:14]([CH:24]=1)[C:15]([NH:17][CH2:18][C:19]([O:21]CC)=[O:20])=[O:16])=[O:9])[CH:2]([CH3:4])[CH3:3].[OH-].[Na+].O.Cl. Product: [CH2:1]([O:5][C:6]1[CH:33]=[C:32]([O:34][CH2:35][CH:36]([CH3:38])[CH3:37])[CH:31]=[CH:30][C:7]=1[C:8]([C:10]1[CH:11]=[CH:12][C:13]([O:25][CH2:26][CH:27]([CH3:29])[CH3:28])=[C:14]([CH:24]=1)[C:15]([NH:17][CH2:18][C:19]([OH:21])=[O:20])=[O:16])=[O:9])[CH:2]([CH3:4])[CH3:3]. The catalyst class is: 162. (2) Reactant: Cl[C:2]1[CH:7]=[CH:6][C:5]([N+:8]([O-:10])=[O:9])=[CH:4][CH:3]=1.[NH:11]1[CH:15]=[CH:14][CH:13]=[N:12]1. Product: [N+:8]([C:5]1[CH:6]=[CH:7][C:2]([N:11]2[CH:15]=[CH:14][CH:13]=[N:12]2)=[CH:3][CH:4]=1)([O-:10])=[O:9]. The catalyst class is: 13. (3) Reactant: C[Si]([CH:5]=[N+:6]=[N-])(C)C.N12[CH2:17][CH:12]3[CH2:13][CH:14]([CH2:16][CH:10]([C:11]3=[O:18])[CH2:9]1)[CH2:15]2.CO.C(=O)([O-])[O-].[Na+].[Na+]. Product: [N:6]12[CH2:5][CH:10]3[CH2:16][CH:14]([CH2:13][CH:12]([C:11](=[O:18])[CH2:9]3)[CH2:17]1)[CH2:15]2. The catalyst class is: 506.